From a dataset of HIV replication inhibition screening data with 41,000+ compounds from the AIDS Antiviral Screen. Binary Classification. Given a drug SMILES string, predict its activity (active/inactive) in a high-throughput screening assay against a specified biological target. (1) The compound is CC1(O)CCC2C(C)(C)C(O)CCC2(C)C1COc1ccc2ccc(=O)oc2c1. The result is 0 (inactive). (2) The drug is CC(C)=CCN1CCCn2c(=S)[nH]c3cccc(c32)C1=O. The result is 0 (inactive). (3) The drug is O=C(O)CCC12CCC3(O)OC(=O)C(CC1C(=O)O)C32. The result is 0 (inactive). (4) The compound is N#Cc1cnc(O)nc1O. The result is 0 (inactive). (5) The molecule is CCOC(=O)C1CCC(=O)N1C(=O)c1ccccc1. The result is 0 (inactive). (6) The drug is O=S(=O)(O)c1ccc(N=Nc2ccc(N=Nc3c(O)nc4ccccc4c3O)cc2)cc1. The result is 0 (inactive). (7) The drug is CCC(=S)N(C)O. The result is 0 (inactive).